From a dataset of Catalyst prediction with 721,799 reactions and 888 catalyst types from USPTO. Predict which catalyst facilitates the given reaction. Reactant: [CH2:1]([O:8][C:9]1[C:10](=[O:28])[N:11]([CH2:19][O:20][CH2:21][C:22]2[CH:27]=[CH:26][CH:25]=[CH:24][CH:23]=2)[C:12](=[O:18])[N:13]([CH2:15][CH2:16]Br)[N:14]=1)[C:2]1[CH:7]=[CH:6][CH:5]=[CH:4][CH:3]=1.Cl.[CH3:30][NH:31][CH3:32].C(=O)([O-])[O-].[K+].[K+]. Product: [CH2:1]([O:8][C:9]1[C:10](=[O:28])[N:11]([CH2:19][O:20][CH2:21][C:22]2[CH:27]=[CH:26][CH:25]=[CH:24][CH:23]=2)[C:12](=[O:18])[N:13]([CH2:15][CH2:16][N:31]([CH3:32])[CH3:30])[N:14]=1)[C:2]1[CH:7]=[CH:6][CH:5]=[CH:4][CH:3]=1. The catalyst class is: 3.